Dataset: Catalyst prediction with 721,799 reactions and 888 catalyst types from USPTO. Task: Predict which catalyst facilitates the given reaction. (1) Reactant: B(Br)(Br)Br.C[O:6][C:7]1[CH:8]=[C:9]([C:15]2([CH2:20][CH2:21][CH2:22][CH2:23][CH2:24][CH3:25])[S:19][CH2:18][CH2:17][S:16]2)[CH:10]=[C:11]([O:13]C)[CH:12]=1. Product: [CH2:20]([C:15]1([C:9]2[CH:10]=[C:11]([OH:13])[CH:12]=[C:7]([OH:6])[CH:8]=2)[S:16][CH2:17][CH2:18][S:19]1)[CH2:21][CH2:22][CH2:23][CH2:24][CH3:25]. The catalyst class is: 2. (2) Reactant: [CH2:1]=O.[CH:3]1[C:15]2[CH:14]([CH2:16][O:17][C:18]([NH:20][C@@H:21]([CH2:25][O:26][C:27]3[CH:28]=[C:29]([CH3:33])[CH:30]=[CH:31][CH:32]=3)[C:22]([OH:24])=[O:23])=[O:19])[C:13]3[C:8](=[CH:9][CH:10]=[CH:11][CH:12]=3)[C:7]=2[CH:6]=[CH:5][CH:4]=1. Product: [O:23]=[C:22]1[O:24][CH2:1][N:20]([C:18]([O:17][CH2:16][CH:14]2[C:15]3[CH:3]=[CH:4][CH:5]=[CH:6][C:7]=3[C:8]3[C:13]2=[CH:12][CH:11]=[CH:10][CH:9]=3)=[O:19])[C@H:21]1[CH2:25][O:26][C:27]1[CH:28]=[C:29]([CH3:33])[CH:30]=[CH:31][CH:32]=1. The catalyst class is: 626. (3) Reactant: [CH2:1]([NH:4][C:5]1[C:14]2[C:9](=[CH:10][CH:11]=[C:12]([N+:15]([O-:17])=[O:16])[CH:13]=2)[N:8]=[C:7](Cl)[N:6]=1)[CH:2]=[CH2:3].[CH:19]([NH2:22])([CH3:21])[CH3:20]. Product: [CH2:1]([NH:4][C:5]1[C:14]2[C:9](=[CH:10][CH:11]=[C:12]([N+:15]([O-:17])=[O:16])[CH:13]=2)[N:8]=[C:7]([NH:22][CH:19]([CH3:21])[CH3:20])[N:6]=1)[CH:2]=[CH2:3]. The catalyst class is: 6. (4) Reactant: [C:1]([O:5][C:6](=[O:16])[NH:7][CH2:8][C:9]1[CH:14]=[CH:13][CH:12]=[C:11](I)[CH:10]=1)([CH3:4])([CH3:3])[CH3:2].C([Sn](CCCC)(CCCC)[C:22]1[CH:27]=[CH:26][CH:25]=[CH:24][N:23]=1)CCC. Product: [C:1]([O:5][C:6](=[O:16])[NH:7][CH2:8][C:9]1[CH:14]=[CH:13][CH:12]=[C:11]([C:22]2[CH:27]=[CH:26][CH:25]=[CH:24][N:23]=2)[CH:10]=1)([CH3:4])([CH3:3])[CH3:2]. The catalyst class is: 77. (5) Reactant: [Cl:1][C:2]1[C:7]([Cl:8])=[CH:6][CH:5]=[CH:4][C:3]=1[N:9]1[CH2:14][CH2:13][N:12]([CH2:15][CH2:16][C@H:17]2[CH2:22][CH2:21][C@H:20]([NH2:23])[CH2:19][CH2:18]2)[CH2:11][CH2:10]1.[CH2:24]([N:26]=[C:27]=[O:28])[CH3:25]. Product: [Cl:1][C:2]1[C:7]([Cl:8])=[CH:6][CH:5]=[CH:4][C:3]=1[N:9]1[CH2:14][CH2:13][N:12]([CH2:15][CH2:16][C@H:17]2[CH2:22][CH2:21][C@H:20]([NH:23][C:27]([NH:26][CH2:24][CH3:25])=[O:28])[CH2:19][CH2:18]2)[CH2:11][CH2:10]1. The catalyst class is: 4. (6) Reactant: [CH:1](=O)[C:2]1[C:3](=[CH:5][CH:6]=[CH:7][CH:8]=1)[OH:4].[C:10]12([C:20](=[O:23])[CH2:21]Br)[CH2:19][CH:14]3[CH2:15][CH:16]([CH2:18][CH:12]([CH2:13]3)[CH2:11]1)[CH2:17]2.[OH-].[K+]. Product: [C:10]12([C:20]([C:21]3[O:4][C:3]4[CH:5]=[CH:6][CH:7]=[CH:8][C:2]=4[CH:1]=3)=[O:23])[CH2:17][CH:16]3[CH2:15][CH:14]([CH2:13][CH:12]([CH2:18]3)[CH2:11]1)[CH2:19]2. The catalyst class is: 8. (7) Reactant: [CH3:1][O:2][C:3](=[O:15])[C:4]1[C:9]([O:10][CH3:11])=[CH:8][CH:7]=[C:6]([NH2:12])[C:5]=1[O:13][CH3:14].C(N(CC)CC)C.[F:23][C:24]([F:35])([F:34])[C:25](O[C:25](=[O:26])[C:24]([F:35])([F:34])[F:23])=[O:26].O. Product: [CH3:1][O:2][C:3](=[O:15])[C:4]1[C:9]([O:10][CH3:11])=[CH:8][CH:7]=[C:6]([NH:12][C:25](=[O:26])[C:24]([F:35])([F:34])[F:23])[C:5]=1[O:13][CH3:14]. The catalyst class is: 2. (8) Reactant: [NH2:1][C:2]1[C:3]([O:13][CH3:14])=[CH:4][C:5]([Cl:12])=[C:6]([CH:11]=1)[C:7]([O:9]C)=[O:8].[OH-].[K+:16].O. Product: [NH2:1][C:2]1[C:3]([O:13][CH3:14])=[CH:4][C:5]([Cl:12])=[C:6]([CH:11]=1)[C:7]([O-:9])=[O:8].[K+:16]. The catalyst class is: 8. (9) Product: [C:9]([C:6]1[CH:7]=[C:8]([CH:3]=[CH:4][C:5]=1[O:22][CH:23]([CH3:24])[CH3:34])[C:26]([O:28][CH3:29])=[O:27])#[N:10]. The catalyst class is: 2. Reactant: [Na].Br[C:3]1[CH:8]=[CH:7][C:6]([C:9]2[N:10]=C(C(O)=O)N(C)C=2)=[CH:5][CH:4]=1.CN1[CH2:24][CH2:23][O:22]CC1.Cl[C:26]([O:28][CH2:29]C(C)C)=[O:27].Cl.[CH3:34]NOC.